From a dataset of Forward reaction prediction with 1.9M reactions from USPTO patents (1976-2016). Predict the product of the given reaction. (1) Given the reactants Cl[C:2]1[C:3](C#N)=[C:4]2[C:8](=[CH:9][CH:10]=1)[N:7]([CH2:11][C:12]([OH:14])=[O:13])[C:6]([CH3:15])=[C:5]2[S:16]([C:19]1[CH:24]=[CH:23][C:22]([Cl:25])=[CH:21][CH:20]=1)(=[O:18])=[O:17].[Cl:28]C1C=CC(S(C2C3C(=CC=C(C)C=3)N(CC(OCC)=O)C=2C)(=O)=O)=CC=1, predict the reaction product. The product is: [Cl:28][C:3]1[CH:2]=[CH:10][CH:9]=[C:8]2[C:4]=1[C:5]([S:16]([C:19]1[CH:20]=[CH:21][C:22]([Cl:25])=[CH:23][CH:24]=1)(=[O:18])=[O:17])=[C:6]([CH3:15])[N:7]2[CH2:11][C:12]([OH:14])=[O:13]. (2) Given the reactants [OH:1][C@@H:2]1[CH2:7][CH2:6][C@H:5]([C:8]([OH:10])=O)[CH2:4][CH2:3]1.Cl.CN(C)CCCN=C=NCC.ON1C2N=CC=CC=2N=N1.[NH:33]1[CH2:38][CH2:37][O:36][CH2:35][CH2:34]1, predict the reaction product. The product is: [N:33]1([C:8]([C@@H:5]2[CH2:4][CH2:3][C@H:2]([OH:1])[CH2:7][CH2:6]2)=[O:10])[CH2:38][CH2:37][O:36][CH2:35][CH2:34]1. (3) The product is: [C:3]1([C:39]2[CH:40]=[CH:41][CH:42]=[CH:43][CH:44]=2)[CH:4]=[CH:5][C:6]([C:8]2[CH:17]=[CH:16][C:15]3[C:10](=[CH:11][CH:12]=[C:13]([C:18]4[N:22]([CH:23]5[CH2:28][CH2:27][CH2:26][CH2:25][CH2:24]5)[C:21]5[CH:29]=[CH:30][C:31]([C:33]([OH:35])=[O:34])=[CH:32][C:20]=5[N:19]=4)[CH:14]=3)[N:9]=2)=[CH:7][CH:2]=1. Given the reactants Br[C:2]1[CH:3]=[CH:4][C:5](O)=[C:6]([C:8]2[CH:17]=[CH:16][C:15]3[C:10](=[CH:11][CH:12]=[C:13]([C:18]4[N:22]([CH:23]5[CH2:28][CH2:27][CH2:26][CH2:25][CH2:24]5)[C:21]5[CH:29]=[CH:30][C:31]([C:33]([OH:35])=[O:34])=[CH:32][C:20]=5[N:19]=4)[CH:14]=3)[N:9]=2)[CH:7]=1.CO[C:39]1[CH:40]=[C:41](C(=O)C)[C:42]([C:39]2[CH:44]=[CH:43][CH:42]=[CH:41][C:40]=2C)=[CH:43][CH:44]=1.[OH-].[K+], predict the reaction product. (4) Given the reactants Cl[C:2]1C=C(C=C[CH:11]=1)C(OO)=O.C(S[C:15]1[S:19][CH:18]=[N:17][C:16]=1[C:20]1[N:32]([CH3:33])[C:23]2=[N:24][CH:25]=[C:26]([C:28]([F:31])([F:30])[F:29])[CH:27]=[C:22]2[N:21]=1)C.[S:34]([O-:38])([O-])(=[O:36])=S.[Na+].[Na+], predict the reaction product. The product is: [CH2:2]([S:34]([C:15]1[S:19][CH:18]=[N:17][C:16]=1[C:20]1[N:32]([CH3:33])[C:23]2=[N:24][CH:25]=[C:26]([C:28]([F:31])([F:29])[F:30])[CH:27]=[C:22]2[N:21]=1)(=[O:38])=[O:36])[CH3:11]. (5) Given the reactants [F:1][C:2]([C:5]1[N:10]=[CH:9][C:8]([CH:11]=O)=[CH:7][N:6]=1)([F:4])[CH3:3].[Si]([C:17]#[N:18])(C)(C)C.Cl.[F:20][C:21]1([F:27])[CH2:26][CH2:25][NH:24][CH2:23][CH2:22]1.CCN(C(C)C)C(C)C, predict the reaction product. The product is: [F:1][C:2]([C:5]1[N:10]=[CH:9][C:8]([CH:11]([N:24]2[CH2:25][CH2:26][C:21]([F:27])([F:20])[CH2:22][CH2:23]2)[C:17]#[N:18])=[CH:7][N:6]=1)([F:4])[CH3:3]. (6) Given the reactants C1C=C(Cl)C=C(C(OO)=[O:9])C=1.[NH2:12][C@H:13]([CH2:31][C:32]1[CH:37]=[CH:36][C:35]([Cl:38])=[CH:34][CH:33]=1)[C:14]([N:16]1[CH2:21][CH2:20][N:19]([C:22]2[C:23]3[CH2:30][S:29][CH2:28][C:24]=3[N:25]=[CH:26][N:27]=2)[CH2:18][CH2:17]1)=[O:15], predict the reaction product. The product is: [NH2:12][C@H:13]([CH2:31][C:32]1[CH:37]=[CH:36][C:35]([Cl:38])=[CH:34][CH:33]=1)[C:14]([N:16]1[CH2:21][CH2:20][N:19]([C:22]2[C:23]3[CH2:30][S:29](=[O:9])[CH2:28][C:24]=3[N:25]=[CH:26][N:27]=2)[CH2:18][CH2:17]1)=[O:15].